Dataset: Forward reaction prediction with 1.9M reactions from USPTO patents (1976-2016). Task: Predict the product of the given reaction. (1) Given the reactants [F:1][C:2]1[CH:3]=[C:4]([C:9]2[N:13]=[C:12]([CH2:14][CH2:15][C:16]3[N:17](S(N(C)C)(=O)=O)[CH:18]=[C:19]([CH2:21][C:22]([CH3:26])([CH3:25])[CH2:23][CH3:24])[N:20]=3)[N:11]([CH3:33])[N:10]=2)[CH:5]=[CH:6][C:7]=1[F:8], predict the reaction product. The product is: [F:1][C:2]1[CH:3]=[C:4]([C:9]2[N:13]=[C:12]([CH2:14][CH2:15][C:16]3[NH:20][C:19]([CH2:21][C:22]([CH3:26])([CH3:25])[CH2:23][CH3:24])=[CH:18][N:17]=3)[N:11]([CH3:33])[N:10]=2)[CH:5]=[CH:6][C:7]=1[F:8]. (2) Given the reactants [Br:1][C:2]1[CH:3]=[C:4]([CH:6]=[C:7]([CH3:9])[CH:8]=1)[NH2:5].[N:10]#[C:11][NH2:12].[N+:13]([O-:16])([OH:15])=[O:14], predict the reaction product. The product is: [N+:13]([O-:16])([OH:15])=[O:14].[Br:1][C:2]1[CH:3]=[C:4]([NH:5][C:11]([NH2:12])=[NH:10])[CH:6]=[C:7]([CH3:9])[CH:8]=1. (3) Given the reactants C([Li])CCC.[F:6][C:7]([F:15])([F:14])[CH:8]([OH:13])[C:9](F)([F:11])[F:10].Cl[CH:17]1[CH2:22][CH2:21][CH2:20][CH2:19][C:18]1=[O:23].Cl.[OH-:25].[Na+], predict the reaction product. The product is: [F:10][C:9]1([F:11])[C:18]2([OH:23])[CH2:19][CH2:20][CH2:21][CH2:22][CH:17]2[O:13][C:8]1([C:7]([F:15])([F:14])[F:6])[OH:25]. (4) Given the reactants [CH2:1]([O:3][C:4](=[O:15])[CH2:5][C:6](=[O:14])[C:7]1[CH:8]=[C:9]([CH3:13])[CH:10]=[CH:11][CH:12]=1)[CH3:2].[CH:16](=O)[C:17]1[CH:22]=[CH:21][CH:20]=[CH:19][CH:18]=1.C(O)(=O)C.N1CCCCC1, predict the reaction product. The product is: [CH2:1]([O:3][C:4](=[O:15])[C:5]([C:6](=[O:14])[C:7]1[CH:12]=[CH:11][CH:10]=[C:9]([CH3:13])[CH:8]=1)=[CH:16][C:17]1[CH:22]=[CH:21][CH:20]=[CH:19][CH:18]=1)[CH3:2]. (5) The product is: [F:26][C:25]([F:27])([F:28])[C:16]1[CH:17]=[C:18]([C:21]([F:24])([F:22])[F:23])[CH:19]=[CH:20][C:15]=1[CH2:14][N:4]1[C:5]2[C:10](=[CH:9][C:8]([CH:11]=[O:12])=[CH:7][CH:6]=2)[C:2]([Cl:1])=[N:3]1. Given the reactants [Cl:1][C:2]1[C:10]2[C:5](=[CH:6][CH:7]=[C:8]([CH:11]=[O:12])[CH:9]=2)[NH:4][N:3]=1.Br[CH2:14][C:15]1[CH:20]=[CH:19][C:18]([C:21]([F:24])([F:23])[F:22])=[CH:17][C:16]=1[C:25]([F:28])([F:27])[F:26], predict the reaction product. (6) Given the reactants [C:1]([O:5][C:6](=[O:19])[NH:7][C:8]1[CH:13]=[C:12]([CH3:14])[C:11]([CH2:15][NH2:16])=[C:10]([O:17][CH3:18])[N:9]=1)([CH3:4])([CH3:3])[CH3:2].[Br:20][C:21]1[CH:22]=[C:23]([C:34](O)=[O:35])[C:24]2[C:25]([CH3:33])=[CH:26][N:27]([CH:30]([CH3:32])[CH3:31])[C:28]=2[CH:29]=1.C1C=NC2N(O)N=NC=2C=1.C(Cl)CCl, predict the reaction product. The product is: [C:1]([O:5][C:6](=[O:19])[NH:7][C:8]1[CH:13]=[C:12]([CH3:14])[C:11]([CH2:15][NH:16][C:34]([C:23]2[C:24]3[C:25]([CH3:33])=[CH:26][N:27]([CH:30]([CH3:31])[CH3:32])[C:28]=3[CH:29]=[C:21]([Br:20])[CH:22]=2)=[O:35])=[C:10]([O:17][CH3:18])[N:9]=1)([CH3:3])([CH3:4])[CH3:2].